Dataset: Catalyst prediction with 721,799 reactions and 888 catalyst types from USPTO. Task: Predict which catalyst facilitates the given reaction. (1) Reactant: [F:1][C:2]1[CH:7]=[CH:6][C:5]([C:8]2[N:13]=[N:12][C:11]([N:14]3[CH2:19][CH2:18][CH:17]([NH:20][CH3:21])[CH2:16][CH2:15]3)=[C:10]([CH3:22])[C:9]=2[CH3:23])=[CH:4][CH:3]=1.[C:24]([O:28][C:29]([N:31]1[CH2:36][CH2:35][CH2:34][CH2:33][C@H:32]1[C:37]([OH:39])=O)=[O:30])([CH3:27])([CH3:26])[CH3:25].C(N(CC)CC)C.CCN=C=NCCCN(C)C.C([O-])(O)=O.[Na+]. Product: [F:1][C:2]1[CH:7]=[CH:6][C:5]([C:8]2[N:13]=[N:12][C:11]([N:14]3[CH2:19][CH2:18][CH:17]([N:20]([CH3:21])[C:37]([C@@H:32]4[CH2:33][CH2:34][CH2:35][CH2:36][N:31]4[C:29]([O:28][C:24]([CH3:25])([CH3:26])[CH3:27])=[O:30])=[O:39])[CH2:16][CH2:15]3)=[C:10]([CH3:22])[C:9]=2[CH3:23])=[CH:4][CH:3]=1. The catalyst class is: 34. (2) Reactant: [C:1]([C:4]1[NH:5][C:6]2[C:11]([C:12]=1[S:13]([N:16]1[CH2:21][CH2:20][O:19][C@H:18]([CH2:22][O:23][C:24]3[CH:29]=[CH:28][CH:27]=[CH:26][CH:25]=3)[CH2:17]1)(=[O:15])=[O:14])=[CH:10][C:9]([Cl:30])=[CH:8][C:7]=2[NH:31][CH2:32][CH2:33][C:34]([O:36]CC)=[O:35])(=[O:3])[NH2:2].[OH-].[Na+]. Product: [C:1]([C:4]1[NH:5][C:6]2[C:11]([C:12]=1[S:13]([N:16]1[CH2:21][CH2:20][O:19][C@H:18]([CH2:22][O:23][C:24]3[CH:29]=[CH:28][CH:27]=[CH:26][CH:25]=3)[CH2:17]1)(=[O:15])=[O:14])=[CH:10][C:9]([Cl:30])=[CH:8][C:7]=2[NH:31][CH2:32][CH2:33][C:34]([OH:36])=[O:35])(=[O:3])[NH2:2]. The catalyst class is: 8. (3) Reactant: [OH:1][C:2]1[CH:18]=[CH:17][CH:16]=[CH:15][C:3]=1[CH2:4][NH:5][C:6]([NH:8][C:9]1[O:10][CH:11]=[C:12]([CH3:14])[N:13]=1)=[O:7].[Cl:19][C:20]1[N:25]=[C:24](Cl)[CH:23]=[CH:22][N:21]=1.[OH-].[Na+]. Product: [Cl:19][C:20]1[N:25]=[C:24]([O:1][C:2]2[CH:18]=[CH:17][CH:16]=[CH:15][C:3]=2[CH2:4][NH:5][C:6]([NH:8][C:9]2[O:10][CH:11]=[C:12]([CH3:14])[N:13]=2)=[O:7])[CH:23]=[CH:22][N:21]=1. The catalyst class is: 21. (4) Reactant: [NH2:1][C:2]1[CH:3]=[CH:4][C:5]([O:8][C:9](=[O:18])[N:10]([CH3:17])[C:11]2[CH:16]=[CH:15][CH:14]=[CH:13][CH:12]=2)=[N:6][CH:7]=1.[F:19][C:20]1[CH:21]=[C:22]([CH:26]=[CH:27][C:28]=1[F:29])[C:23](Cl)=[O:24].C(N(CC)CC)C.ClCCl. Product: [F:19][C:20]1[CH:21]=[C:22]([CH:26]=[CH:27][C:28]=1[F:29])[C:23]([NH:1][C:2]1[CH:3]=[CH:4][C:5]([O:8][C:9](=[O:18])[N:10]([CH3:17])[C:11]2[CH:16]=[CH:15][CH:14]=[CH:13][CH:12]=2)=[N:6][CH:7]=1)=[O:24]. The catalyst class is: 10. (5) Reactant: [Cl:1][C:2]1[CH:7]=[CH:6][C:5]([CH:8]([C:26]2[CH:31]=[CH:30][C:29]([Cl:32])=[CH:28][CH:27]=2)[C:9]2[CH:10]=[C:11]3[C:16](=[CH:17][CH:18]=2)[N:15]=[N:14][CH:13]=[C:12]3[NH:19][CH:20]2[CH2:25][CH2:24][NH:23][CH2:22][CH2:21]2)=[CH:4][CH:3]=1.O=[CH:34][CH2:35][C:36]1[CH:45]=[CH:44][C:39]([C:40]([O:42][CH3:43])=[O:41])=[CH:38][CH:37]=1.CC(O)=O.[BH3-]C#N.[Na+]. Product: [Cl:1][C:2]1[CH:7]=[CH:6][C:5]([CH:8]([C:26]2[CH:27]=[CH:28][C:29]([Cl:32])=[CH:30][CH:31]=2)[C:9]2[CH:10]=[C:11]3[C:16](=[CH:17][CH:18]=2)[N:15]=[N:14][CH:13]=[C:12]3[NH:19][CH:20]2[CH2:21][CH2:22][N:23]([CH2:34][CH2:35][C:36]3[CH:45]=[CH:44][C:39]([C:40]([O:42][CH3:43])=[O:41])=[CH:38][CH:37]=3)[CH2:24][CH2:25]2)=[CH:4][CH:3]=1. The catalyst class is: 5.